From a dataset of Full USPTO retrosynthesis dataset with 1.9M reactions from patents (1976-2016). Predict the reactants needed to synthesize the given product. (1) Given the product [F:31][C:25]1[CH:26]=[CH:27][CH:28]=[C:29]([F:30])[C:24]=1[NH:23][C:21](=[O:22])[C:20]1[CH:32]=[CH:33][CH:34]=[C:18]([C:9]2[N:10]=[C:11]3[CH:16]=[C:15]([F:17])[CH:14]=[CH:13][N:12]3[C:8]=2[C:6]2[CH:5]=[CH:4][N:3]=[C:2]([NH:39][C:38]3[CH:40]=[CH:41][C:42]([N:44]4[CH2:49][CH2:48][CH:47]([N:50]5[CH2:55][CH2:54][N:53]([S:56]([CH3:59])(=[O:58])=[O:57])[CH2:52][CH2:51]5)[CH2:46][CH2:45]4)=[CH:43][C:37]=3[O:36][CH3:35])[N:7]=2)[CH:19]=1, predict the reactants needed to synthesize it. The reactants are: Cl[C:2]1[N:7]=[C:6]([C:8]2[N:12]3[CH:13]=[CH:14][C:15]([F:17])=[CH:16][C:11]3=[N:10][C:9]=2[C:18]2[CH:19]=[C:20]([CH:32]=[CH:33][CH:34]=2)[C:21]([NH:23][C:24]2[C:29]([F:30])=[CH:28][CH:27]=[CH:26][C:25]=2[F:31])=[O:22])[CH:5]=[CH:4][N:3]=1.[CH3:35][O:36][C:37]1[CH:43]=[C:42]([N:44]2[CH2:49][CH2:48][CH:47]([N:50]3[CH2:55][CH2:54][N:53]([S:56]([CH3:59])(=[O:58])=[O:57])[CH2:52][CH2:51]3)[CH2:46][CH2:45]2)[CH:41]=[CH:40][C:38]=1[NH2:39].Cl.O1CCOCC1.C[O-].[Na+]. (2) Given the product [CH3:1][N:2]1[C:6]([CH2:7][CH3:11])=[N:5][N:4]=[C:3]1[SH:10], predict the reactants needed to synthesize it. The reactants are: [CH3:1][N:2]1[C:6]([CH2:7]OC)=[N:5][N:4]=[C:3]1[SH:10].[C:11](O)(=O)CC.CNC(=S)NN.